This data is from NCI-60 drug combinations with 297,098 pairs across 59 cell lines. The task is: Regression. Given two drug SMILES strings and cell line genomic features, predict the synergy score measuring deviation from expected non-interaction effect. (1) Drug 1: CCCS(=O)(=O)NC1=C(C(=C(C=C1)F)C(=O)C2=CNC3=C2C=C(C=N3)C4=CC=C(C=C4)Cl)F. Drug 2: CC=C1C(=O)NC(C(=O)OC2CC(=O)NC(C(=O)NC(CSSCCC=C2)C(=O)N1)C(C)C)C(C)C. Cell line: SF-295. Synergy scores: CSS=20.9, Synergy_ZIP=-1.61, Synergy_Bliss=-1.48, Synergy_Loewe=-39.6, Synergy_HSA=-1.92. (2) Drug 1: CC=C1C(=O)NC(C(=O)OC2CC(=O)NC(C(=O)NC(CSSCCC=C2)C(=O)N1)C(C)C)C(C)C. Drug 2: C1=NNC2=C1C(=O)NC=N2. Cell line: T-47D. Synergy scores: CSS=49.4, Synergy_ZIP=-1.41, Synergy_Bliss=-2.82, Synergy_Loewe=-25.4, Synergy_HSA=-0.880. (3) Drug 1: CS(=O)(=O)OCCCCOS(=O)(=O)C. Drug 2: CCN(CC)CCCC(C)NC1=C2C=C(C=CC2=NC3=C1C=CC(=C3)Cl)OC. Cell line: SF-539. Synergy scores: CSS=6.31, Synergy_ZIP=-4.36, Synergy_Bliss=0.635, Synergy_Loewe=-6.59, Synergy_HSA=-0.341.